This data is from Forward reaction prediction with 1.9M reactions from USPTO patents (1976-2016). The task is: Predict the product of the given reaction. (1) The product is: [C:7]([CH2:6][NH:5][C:3]([C@@H:2]([NH:1][C:28]([C:25]1[CH:24]=[CH:23][C:22]([C:17]2[CH:18]=[CH:19][CH:20]=[CH:21][C:16]=2[Cl:15])=[CH:27][CH:26]=1)=[O:29])[CH2:9][C:10]1[S:11][CH:12]=[CH:13][N:14]=1)=[O:4])#[N:8]. Given the reactants [NH2:1][C@@H:2]([CH2:9][C:10]1[S:11][CH:12]=[CH:13][N:14]=1)[C:3]([NH:5][CH2:6][C:7]#[N:8])=[O:4].[Cl:15][C:16]1[CH:21]=[CH:20][CH:19]=[CH:18][C:17]=1[C:22]1[CH:27]=[CH:26][C:25]([C:28](O)=[O:29])=[CH:24][CH:23]=1, predict the reaction product. (2) Given the reactants [F-].C([N+](CCCC)(CCCC)CCCC)CCC.[Si]([O:26][CH2:27][CH2:28][CH2:29][CH2:30][CH2:31][CH:32]([C:43]1[C:44]([Cl:49])=[N:45][CH:46]=[CH:47][CH:48]=1)[S:33]([C:36]1[CH:41]=[CH:40][C:39]([Cl:42])=[CH:38][CH:37]=1)(=[O:35])=[O:34])(C(C)(C)C)(C)C, predict the reaction product. The product is: [Cl:42][C:39]1[CH:40]=[CH:41][C:36]([S:33]([CH:32]([C:43]2[C:44]([Cl:49])=[N:45][CH:46]=[CH:47][CH:48]=2)[CH2:31][CH2:30][CH2:29][CH2:28][CH2:27][OH:26])(=[O:35])=[O:34])=[CH:37][CH:38]=1. (3) Given the reactants [CH3:1][O:2][C:3](=[O:34])[CH2:4][C@H:5]1[C:9]2[CH:10]=[CH:11][C:12]([O:14][C@H:15]3[C:23]4[C:18](=[C:19](B5OC(C)(C)C(C)(C)O5)[CH:20]=[CH:21][C:22]=4[F:24])[CH2:17][CH2:16]3)=[CH:13][C:8]=2[O:7][CH2:6]1.Br[C:36]1[C:41]([CH3:42])=[CH:40][C:39]([C:43]2[CH:44]=[CH:45][C:46]([CH3:49])=[N:47][CH:48]=2)=[CH:38][C:37]=1[CH3:50].BrC1C=CC(F)=C2C=1CC[C@H]2OC1C=CC2[C@H](CC(OC)=O)COC=2C=1, predict the reaction product. The product is: [CH3:1][O:2][C:3](=[O:34])[CH2:4][C@H:5]1[C:9]2[CH:10]=[CH:11][C:12]([O:14][C@H:15]3[C:23]4[C:18](=[C:19]([C:36]5[C:41]([CH3:42])=[CH:40][C:39]([C:43]6[CH:48]=[N:47][C:46]([CH3:49])=[CH:45][CH:44]=6)=[CH:38][C:37]=5[CH3:50])[CH:20]=[CH:21][C:22]=4[F:24])[CH2:17][CH2:16]3)=[CH:13][C:8]=2[O:7][CH2:6]1. (4) Given the reactants C(OC(=O)[NH:7][C:8]1([C:11]2[N:12]=[N:13][C:14]([C:17]3[CH:18]=[N:19][N:20]([CH3:22])[CH:21]=3)=[CH:15][CH:16]=2)[CH2:10][CH2:9]1)(C)(C)C.[ClH:24].O1CCOCC1, predict the reaction product. The product is: [ClH:24].[ClH:24].[CH3:22][N:20]1[CH:21]=[C:17]([C:14]2[N:13]=[N:12][C:11]([C:8]3([NH2:7])[CH2:10][CH2:9]3)=[CH:16][CH:15]=2)[CH:18]=[N:19]1. (5) Given the reactants C(OC(=O)[NH:7][C:8]1[N:9]([CH3:25])[C:10](=[O:24])[CH2:11][C@:12]([C:17]2[CH:22]=[CH:21][CH:20]=[C:19]([NH2:23])[CH:18]=2)([CH2:14][CH2:15][CH3:16])[N:13]=1)(C)(C)C.[F:27][C:28]([F:36])([F:35])[C:29]1([C:32](O)=[O:33])[CH2:31][CH2:30]1, predict the reaction product. The product is: [NH2:7][C:8]1[N:9]([CH3:25])[C:10](=[O:24])[CH2:11][C@:12]([C:17]2[CH:18]=[C:19]([NH:23][C:32]([C:29]3([C:28]([F:36])([F:35])[F:27])[CH2:31][CH2:30]3)=[O:33])[CH:20]=[CH:21][CH:22]=2)([CH2:14][CH2:15][CH3:16])[N:13]=1. (6) Given the reactants C[O:2][C:3](=O)[CH2:4][CH2:5][CH2:6][NH:7][CH:8]([C:11](=[O:13])[NH2:12])[CH2:9][CH3:10].C(N(CC)CC)C.OC1C=CC=CN=1, predict the reaction product. The product is: [CH3:10][CH2:9][C@H:8]([N:7]1[C:3](=[O:2])[CH2:4][CH2:5][CH2:6]1)[C:11]([NH2:12])=[O:13].